Dataset: Forward reaction prediction with 1.9M reactions from USPTO patents (1976-2016). Task: Predict the product of the given reaction. (1) Given the reactants [NH2:1][C:2](=[O:29])[C@@H:3]([NH:12][C:13]([C:15]1([NH:21][C:22](=[O:28])[O:23][C:24]([CH3:27])([CH3:26])[CH3:25])[CH2:20][CH2:19][O:18][CH2:17][CH2:16]1)=[O:14])[CH2:4][C:5]1[CH:10]=[CH:9][C:8](I)=[CH:7][CH:6]=1.[CH3:30][S:31]([C:34]1[CH:35]=[C:36](B(O)O)[CH:37]=[CH:38][CH:39]=1)(=[O:33])=[O:32].C(=O)([O-])[O-].[Na+].[Na+], predict the reaction product. The product is: [NH2:1][C:2](=[O:29])[C@@H:3]([NH:12][C:13]([C:15]1([NH:21][C:22](=[O:28])[O:23][C:24]([CH3:27])([CH3:26])[CH3:25])[CH2:20][CH2:19][O:18][CH2:17][CH2:16]1)=[O:14])[CH2:4][C:5]1[CH:10]=[CH:9][C:8]([C:38]2[CH:37]=[CH:36][CH:35]=[C:34]([S:31]([CH3:30])(=[O:33])=[O:32])[CH:39]=2)=[CH:7][CH:6]=1. (2) The product is: [F:1][C:2]1[CH:7]=[CH:6][CH:5]=[C:4]([F:8])[C:3]=1[NH:9][C:10]1[CH:15]=[CH:14][C:13]([CH:17]=[CH2:18])=[CH:12][N:11]=1. Given the reactants [F:1][C:2]1[CH:7]=[CH:6][CH:5]=[C:4]([F:8])[C:3]=1[NH:9][C:10]1[CH:15]=[CH:14][C:13](I)=[CH:12][N:11]=1.[CH2:17](C([Sn])=C(CCCC)CCCC)[CH2:18]CC, predict the reaction product. (3) Given the reactants [CH2:1]([O:3][C:4](=[O:24])[C@H:5]([CH2:14][C:15]1[CH:20]=[CH:19][C:18]([N+:21]([O-])=O)=[CH:17][CH:16]=1)[NH:6][C:7]([O:9][C:10]([CH3:13])([CH3:12])[CH3:11])=[O:8])[CH3:2], predict the reaction product. The product is: [C:7]([NH:6][C@H:5]([C:4]([O:3][CH2:1][CH3:2])=[O:24])[CH2:14][C:15]1[CH:16]=[CH:17][C:18]([NH2:21])=[CH:19][CH:20]=1)([O:9][C:10]([CH3:12])([CH3:11])[CH3:13])=[O:8]. (4) Given the reactants [CH3:1][C@@H:2]([CH2:7][CH2:8][CH:9]=[C:10]([CH3:12])[CH3:11])[CH2:3][CH:4]([OH:6])[CH3:5].CC(C)=O.OS(O)(=O)=O.O=[Cr](=O)=O.S([O-])(O)=O.[Na+], predict the reaction product. The product is: [CH3:1][C@@H:2]([CH2:7][CH2:8][CH:9]=[C:10]([CH3:11])[CH3:12])[CH2:3][C:4](=[O:6])[CH3:5].